This data is from Merck oncology drug combination screen with 23,052 pairs across 39 cell lines. The task is: Regression. Given two drug SMILES strings and cell line genomic features, predict the synergy score measuring deviation from expected non-interaction effect. (1) Drug 1: Cn1nnc2c(C(N)=O)ncn2c1=O. Drug 2: C=CCn1c(=O)c2cnc(Nc3ccc(N4CCN(C)CC4)cc3)nc2n1-c1cccc(C(C)(C)O)n1. Cell line: HT144. Synergy scores: synergy=4.77. (2) Drug 1: O=S1(=O)NC2(CN1CC(F)(F)F)C1CCC2Cc2cc(C=CCN3CCC(C(F)(F)F)CC3)ccc2C1. Drug 2: Cc1nc(Nc2ncc(C(=O)Nc3c(C)cccc3Cl)s2)cc(N2CCN(CCO)CC2)n1. Cell line: NCIH23. Synergy scores: synergy=22.6. (3) Drug 1: O=C(NOCC(O)CO)c1ccc(F)c(F)c1Nc1ccc(I)cc1F. Drug 2: CC(C)CC(NC(=O)C(Cc1ccccc1)NC(=O)c1cnccn1)B(O)O. Cell line: LOVO. Synergy scores: synergy=1.14. (4) Drug 1: NC(=O)c1cccc2cn(-c3ccc(C4CCCNC4)cc3)nc12. Drug 2: Cn1cc(-c2cnn3c(N)c(Br)c(C4CCCNC4)nc23)cn1. Cell line: NCIH1650. Synergy scores: synergy=-0.0290. (5) Cell line: A427. Synergy scores: synergy=-30.6. Drug 1: CCC1=CC2CN(C1)Cc1c([nH]c3ccccc13)C(C(=O)OC)(c1cc3c(cc1OC)N(C)C1C(O)(C(=O)OC)C(OC(C)=O)C4(CC)C=CCN5CCC31C54)C2. Drug 2: CS(=O)(=O)CCNCc1ccc(-c2ccc3ncnc(Nc4ccc(OCc5cccc(F)c5)c(Cl)c4)c3c2)o1. (6) Drug 1: CC1(c2nc3c(C(N)=O)cccc3[nH]2)CCCN1. Drug 2: CCC1(O)C(=O)OCc2c1cc1n(c2=O)Cc2cc3c(CN(C)C)c(O)ccc3nc2-1. Cell line: A427. Synergy scores: synergy=-3.32. (7) Drug 1: CCN(CC)CCNC(=O)c1c(C)[nH]c(C=C2C(=O)Nc3ccc(F)cc32)c1C. Drug 2: NC(=O)c1cccc2cn(-c3ccc(C4CCCNC4)cc3)nc12. Cell line: A2780. Synergy scores: synergy=-0.995.